Dataset: Forward reaction prediction with 1.9M reactions from USPTO patents (1976-2016). Task: Predict the product of the given reaction. (1) Given the reactants [Cl:1][C:2]1[C:3]([C:18]2[N:22]=[C:21]([C:23]3[N:24]=[C:25]4[C:30]([Cl:31])=[CH:29][C:28]([I:32])=[CH:27][N:26]4[CH:33]=3)[O:20][N:19]=2)=[CH:4][C:5]([F:17])=[C:6]([CH2:8][CH2:9][C:10]([O:12]C(C)(C)C)=[O:11])[CH:7]=1.C(O)(C(F)(F)F)=O, predict the reaction product. The product is: [Cl:1][C:2]1[C:3]([C:18]2[N:22]=[C:21]([C:23]3[N:24]=[C:25]4[C:30]([Cl:31])=[CH:29][C:28]([I:32])=[CH:27][N:26]4[CH:33]=3)[O:20][N:19]=2)=[CH:4][C:5]([F:17])=[C:6]([CH2:8][CH2:9][C:10]([OH:12])=[O:11])[CH:7]=1. (2) Given the reactants O.O[CH:3](O)[C:4]([C:6]1[CH:14]=[CH:13][C:9]([C:10]([OH:12])=[O:11])=[CH:8][CH:7]=1)=O.[CH3:16][O:17][C:18]1[CH:23]=[CH:22][C:21]([C:24]2([C:27]3[N:28]([NH2:33])[C:29]([NH2:32])=[N:30][N:31]=3)[CH2:26][CH2:25]2)=[CH:20][CH:19]=1, predict the reaction product. The product is: [CH3:16][O:17][C:18]1[CH:23]=[CH:22][C:21]([C:24]2([C:27]3[N:28]4[N:33]=[C:4]([C:6]5[CH:14]=[CH:13][C:9]([C:10]([OH:12])=[O:11])=[CH:8][CH:7]=5)[CH:3]=[N:32][C:29]4=[N:30][N:31]=3)[CH2:26][CH2:25]2)=[CH:20][CH:19]=1.[CH3:16][O:17][C:18]1[CH:23]=[CH:22][C:21]([C:24]2([C:27]3[N:28]4[N:33]=[CH:3][C:4]([C:6]5[CH:14]=[CH:13][C:9]([C:10]([OH:12])=[O:11])=[CH:8][CH:7]=5)=[N:32][C:29]4=[N:30][N:31]=3)[CH2:26][CH2:25]2)=[CH:20][CH:19]=1. (3) Given the reactants [OH:1][C@@H:2]1[CH2:19][C@@:17]2([CH3:18])[C@@H:13]([CH:14]=[CH:15][C:16]2=[O:20])[C@H:12]2[C@H:3]1[C@:4]1([CH3:22])[CH:9]([CH2:10][CH2:11]2)[CH2:8][C:7](=[O:21])[CH2:6][CH2:5]1.O.[C:24]1(C)C(S(O)(=O)=O)=CC=C[CH:29]=1.C(OCC)(OCC)OCC, predict the reaction product. The product is: [CH2:24]([O:21][C:7]1[CH2:6][CH2:5][C@@:4]2([CH3:22])[C:9](=[CH:10][CH2:11][C@@H:12]3[C@@H:3]2[C@H:2]([OH:1])[CH2:19][C@@:17]2([CH3:18])[C@H:13]3[CH2:14][CH2:15][C:16]2=[O:20])[CH:8]=1)[CH3:29]. (4) Given the reactants [CH2:1]([C:3]([F:32])([CH2:30][CH3:31])[CH2:4][N:5]1[CH2:10][CH2:9][CH:8]([CH2:11][O:12][C:13]2[CH:18]=[CH:17][C:16]([C:19]3[CH:24]=[CH:23][C:22]([C:25]([O:27]C)=[O:26])=[CH:21][C:20]=3[F:29])=[CH:15][CH:14]=2)[CH2:7][CH2:6]1)[CH3:2].O[Li].O, predict the reaction product. The product is: [CH2:1]([C:3]([F:32])([CH2:30][CH3:31])[CH2:4][N:5]1[CH2:10][CH2:9][CH:8]([CH2:11][O:12][C:13]2[CH:18]=[CH:17][C:16]([C:19]3[CH:24]=[CH:23][C:22]([C:25]([OH:27])=[O:26])=[CH:21][C:20]=3[F:29])=[CH:15][CH:14]=2)[CH2:7][CH2:6]1)[CH3:2]. (5) Given the reactants [C:1]([O:5][C:6](=[O:16])[NH:7][CH2:8][C:9]1[CH:14]=[CH:13][N:12]=[C:11](Br)[CH:10]=1)([CH3:4])([CH3:3])[CH3:2].[F:17][C:18]([F:29])([F:28])[C:19]1[N:24]=[CH:23][C:22](B(O)O)=[CH:21][N:20]=1.C(=O)([O-])[O-].[K+].[K+].O, predict the reaction product. The product is: [C:1]([O:5][C:6](=[O:16])[NH:7][CH2:8][C:9]1[CH:14]=[CH:13][N:12]=[C:11]([C:22]2[CH:21]=[N:20][C:19]([C:18]([F:29])([F:28])[F:17])=[N:24][CH:23]=2)[CH:10]=1)([CH3:4])([CH3:3])[CH3:2].